Dataset: Reaction yield outcomes from USPTO patents with 853,638 reactions. Task: Predict the reaction yield, written as a fraction of the theoretical maximum amount of product (1.0 means a 100% yield; for example, 0.34 means a 34% yield). The reactants are CO[C:3](=[O:28])[C:4]1[CH:9]=[CH:8][C:7]([O:10][CH2:11][C:12]2[C:13]([C:21]3[CH:26]=[CH:25][C:24]([F:27])=[CH:23][CH:22]=3)=[N:14][O:15][C:16]=2[C:17]([F:20])([F:19])[F:18])=[N:6][CH:5]=1.[CH:29]1([CH2:32][NH2:33])[CH2:31][CH2:30]1. No catalyst specified. The product is [CH:29]1([CH2:32][NH:33][C:3](=[O:28])[C:4]2[CH:9]=[CH:8][C:7]([O:10][CH2:11][C:12]3[C:13]([C:21]4[CH:22]=[CH:23][C:24]([F:27])=[CH:25][CH:26]=4)=[N:14][O:15][C:16]=3[C:17]([F:20])([F:19])[F:18])=[N:6][CH:5]=2)[CH2:31][CH2:30]1. The yield is 0.870.